Predict the reactants needed to synthesize the given product. From a dataset of Full USPTO retrosynthesis dataset with 1.9M reactions from patents (1976-2016). (1) Given the product [C:3]1([CH3:2])[CH:4]=[CH:5][C:6]([CH2:7][CH:8]=[CH:73][C:71]2[CH:70]=[CH:69][C:68]3[O:64][CH2:65][O:66][C:67]=3[CH:72]=2)=[CH:28][CH:29]=1, predict the reactants needed to synthesize it. The reactants are: [I-].[CH3:2][C:3]1[CH:29]=[CH:28][C:6]([CH2:7][CH2:8][P+](C2C=CC=CC=2)(C2C=CC=CC=2)C2C=CC=CC=2)=[CH:5][CH:4]=1.ICCC1C=CC(C)=CC=1.C1C=CC(P(C2C=CC=CC=2)C2C=CC=CC=2)=CC=1.[Li]CCCC.[O:64]1[C:68]2[CH:69]=[CH:70][C:71]([CH:73]=O)=[CH:72][C:67]=2[O:66][CH2:65]1. (2) Given the product [C:1]([C:5]1[CH:6]=[C:13]([N+:14]([O-:16])=[O:15])[C:12](=[O:17])[N:11]([CH3:10])[CH:8]=1)([CH3:2])([CH3:3])[CH3:4], predict the reactants needed to synthesize it. The reactants are: [C:1]([CH:5]([CH:8]=O)[CH:6]=O)([CH3:4])([CH3:3])[CH3:2].[CH3:10][NH:11][C:12](=[O:17])[CH2:13][N+:14]([O-:16])=[O:15].N1CCCC1.